Predict the reaction yield, written as a fraction of the theoretical maximum amount of product (1.0 means a 100% yield; for example, 0.34 means a 34% yield). From a dataset of Reaction yield outcomes from USPTO patents with 853,638 reactions. The reactants are Br[CH2:2][CH2:3][CH2:4][CH2:5][CH2:6][CH2:7][CH:8]=[CH2:9].[Br-].C[O:12][B:13](OC)[O:14]C.[C:18]12([OH:29])[CH2:26][CH:22]([C:23]1([CH3:25])[CH3:24])[CH2:21][CH2:20][C:19]2([OH:28])[CH3:27]. The catalyst is CCOCC. The product is [CH2:2]([B:13]([OH:14])[OH:12])[CH2:3][CH2:4][CH2:5][CH2:6][CH2:7][CH:8]=[CH2:9].[C:18]12([OH:29])[CH2:26][CH:22]([C:23]1([CH3:25])[CH3:24])[CH2:21][CH2:20][C:19]2([OH:28])[CH3:27]. The yield is 0.520.